This data is from Forward reaction prediction with 1.9M reactions from USPTO patents (1976-2016). The task is: Predict the product of the given reaction. (1) Given the reactants [Br:1][C:2]1[N:3]=[C:4]2[C:10]([CH:11]=[O:12])=[CH:9][N:8]([CH2:13][O:14][CH2:15][CH2:16][Si:17]([CH3:20])([CH3:19])[CH3:18])[C:5]2=[N:6][CH:7]=1.Cl([O-])=[O:22].[Na+].P([O-])(O)(O)=O.[K+], predict the reaction product. The product is: [Br:1][C:2]1[N:3]=[C:4]2[C:10]([C:11]([OH:22])=[O:12])=[CH:9][N:8]([CH2:13][O:14][CH2:15][CH2:16][Si:17]([CH3:20])([CH3:19])[CH3:18])[C:5]2=[N:6][CH:7]=1. (2) Given the reactants [CH:1]([C:3]1[N:8]=[CH:7][N:6]=[C:5]([NH:9][C:10](=[O:16])[O:11][C:12]([CH3:15])([CH3:14])[CH3:13])[CH:4]=1)=[O:2].[BH4-].[Na+].O, predict the reaction product. The product is: [OH:2][CH2:1][C:3]1[N:8]=[CH:7][N:6]=[C:5]([NH:9][C:10](=[O:16])[O:11][C:12]([CH3:14])([CH3:13])[CH3:15])[CH:4]=1.